This data is from Catalyst prediction with 721,799 reactions and 888 catalyst types from USPTO. The task is: Predict which catalyst facilitates the given reaction. Reactant: [F:1][C:2]1[CH:29]=[CH:28][C:5]2[N:6]=[C:7]([NH:9][C@H:10]3[CH2:13][C@H:12]([N:14]4[C:18]5[N:19]=[C:20](SC)[N:21]=[CH:22][C:17]=5[C:16]([CH3:26])([CH3:25])[C:15]4=[O:27])[CH2:11]3)[S:8][C:4]=2[CH:3]=1.C([SiH](CC)CC)C. Product: [F:1][C:2]1[CH:29]=[CH:28][C:5]2[N:6]=[C:7]([NH:9][C@H:10]3[CH2:11][C@H:12]([N:14]4[C:18]5[N:19]=[CH:20][N:21]=[CH:22][C:17]=5[C:16]([CH3:25])([CH3:26])[C:15]4=[O:27])[CH2:13]3)[S:8][C:4]=2[CH:3]=1. The catalyst class is: 312.